This data is from Full USPTO retrosynthesis dataset with 1.9M reactions from patents (1976-2016). The task is: Predict the reactants needed to synthesize the given product. (1) Given the product [Br:22][C:16]1[N:17]([CH3:21])[C:18]2[C:19](=[O:20])[N:10]([CH2:9][CH2:8][CH2:7][CH2:6][C@H:5]([OH:4])[CH3:24])[C:11](=[O:12])[N:13]([CH3:23])[C:14]=2[N:15]=1, predict the reactants needed to synthesize it. The reactants are: C([O:4][C@H:5]([CH3:24])[CH2:6][CH2:7][CH2:8][CH2:9][N:10]1[C:19](=[O:20])[C:18]2[N:17]([CH3:21])[C:16]([Br:22])=[N:15][C:14]=2[N:13]([CH3:23])[C:11]1=[O:12])(=O)C.Cl. (2) Given the product [NH2:2][CH2:1][C:3]1[CH:8]=[CH:7][C:6]([S:9]([C:12]2[CH:22]=[CH:21][C:15]([C:16]([NH:18][CH2:19][CH3:20])=[O:17])=[CH:14][CH:13]=2)(=[O:11])=[O:10])=[CH:5][CH:4]=1, predict the reactants needed to synthesize it. The reactants are: [C:1]([C:3]1[CH:8]=[CH:7][C:6]([S:9]([C:12]2[CH:22]=[CH:21][C:15]([C:16]([NH:18][CH2:19][CH3:20])=[O:17])=[CH:14][CH:13]=2)(=[O:11])=[O:10])=[CH:5][CH:4]=1)#[N:2].N. (3) Given the product [CH2:1]([C:3]1[CH:4]=[CH:5][C:6]([C:9]2[C:18]([C:19]3[CH:20]=[CH:21][C:22]([CH2:25][CH3:26])=[CH:23][CH:24]=3)=[N:17][C:16]3[C:11](=[CH:12][CH:13]=[C:14]([C:27]([NH:33][O:32][CH3:31])=[O:29])[CH:15]=3)[N:10]=2)=[CH:7][CH:8]=1)[CH3:2], predict the reactants needed to synthesize it. The reactants are: [CH2:1]([C:3]1[CH:8]=[CH:7][C:6]([C:9]2[C:18]([C:19]3[CH:24]=[CH:23][C:22]([CH2:25][CH3:26])=[CH:21][CH:20]=3)=[N:17][C:16]3[C:11](=[CH:12][CH:13]=[C:14]([C:27]([OH:29])=O)[CH:15]=3)[N:10]=2)=[CH:5][CH:4]=1)[CH3:2].Cl.[CH3:31][O:32][NH2:33].CCN(CC)CC. (4) Given the product [F:14][C:7]1[C:8]([O:12][CH3:13])=[C:9]2[C:4](=[CH:5][CH:6]=1)[N:3]=[C:2]([CH3:1])[CH:11]=[CH:10]2, predict the reactants needed to synthesize it. The reactants are: [CH3:1][C:2]1[CH:11]=[CH:10][C:9]2[C:4](=[C:5](Br)[CH:6]=[C:7]([F:14])[C:8]=2[O:12][CH3:13])[N:3]=1. (5) Given the product [ClH:30].[NH2:1][C@@H:2]1[CH2:6][CH2:5][CH2:4][C@@H:3]1[NH:7][C:8](=[O:14])[C:27]1[C:26]([O:25][CH3:24])=[CH:34][CH:33]=[CH:32][C:31]=1[O:35][CH3:36], predict the reactants needed to synthesize it. The reactants are: [NH2:1][C@H:2]1[CH2:6][CH2:5][CH2:4][C@@H:3]1[NH:7][C:8](=[O:14])OC(C)(C)C.CCN(C(C)C)C(C)C.[CH3:24][O:25][C:26]1[CH:34]=[CH:33][CH:32]=[C:31]([O:35][CH3:36])[C:27]=1C([Cl:30])=O. (6) Given the product [C:12]([NH:11][S:8]([C:5]1[CH:6]=[CH:7][C:2]([C:26]2[N:27]([CH3:28])[C:23]([C:21]#[N:22])=[CH:24][CH:25]=2)=[CH:3][C:4]=1[O:16][C:17]([F:20])([F:19])[F:18])(=[O:10])=[O:9])([CH3:15])([CH3:14])[CH3:13], predict the reactants needed to synthesize it. The reactants are: Br[C:2]1[CH:7]=[CH:6][C:5]([S:8]([NH:11][C:12]([CH3:15])([CH3:14])[CH3:13])(=[O:10])=[O:9])=[C:4]([O:16][C:17]([F:20])([F:19])[F:18])[CH:3]=1.[C:21]([C:23]1[N:27]([CH3:28])[C:26](B(O)O)=[CH:25][CH:24]=1)#[N:22].[F-].[K+].C(P(C(C)(C)C)C(C)(C)C)(C)(C)C.